Dataset: Forward reaction prediction with 1.9M reactions from USPTO patents (1976-2016). Task: Predict the product of the given reaction. Given the reactants [F:1][C:2]([F:31])([F:30])[C:3]1[CH:4]=[C:5]([NH:9][C:10]([N:12]2[C:20]3[C:15](=[CH:16][C:17]([O:21][C:22]4[CH:27]=[C:26]([CH2:28][NH2:29])[N:25]=[CH:24][N:23]=4)=[CH:18][CH:19]=3)[CH:14]=[CH:13]2)=[O:11])[CH:6]=[CH:7][CH:8]=1.C1COCC1.[CH3:37][N:38]([CH3:42])[C:39](Cl)=[O:40], predict the reaction product. The product is: [F:31][C:2]([F:30])([F:1])[C:3]1[CH:4]=[C:5]([NH:9][C:10]([N:12]2[C:20]3[C:15](=[CH:16][C:17]([O:21][C:22]4[CH:27]=[C:26]([CH2:28][NH:29][C:39]([N:38]([CH3:42])[CH3:37])=[O:40])[N:25]=[CH:24][N:23]=4)=[CH:18][CH:19]=3)[CH:14]=[CH:13]2)=[O:11])[CH:6]=[CH:7][CH:8]=1.